Dataset: Forward reaction prediction with 1.9M reactions from USPTO patents (1976-2016). Task: Predict the product of the given reaction. (1) Given the reactants [F:1][C:2]([F:7])([F:6])[C:3](=[NH:5])[NH2:4].[CH:8]1(/[C:12](/O)=[CH:13]/[C:14](=O)[C:15]([O:17][CH2:18][CH3:19])=[O:16])[CH2:11][CH2:10][CH2:9]1.Cl, predict the reaction product. The product is: [CH:8]1([C:12]2[N:4]=[C:3]([C:2]([F:7])([F:6])[F:1])[N:5]=[C:14]([C:15]([O:17][CH2:18][CH3:19])=[O:16])[CH:13]=2)[CH2:9][CH2:10][CH2:11]1. (2) Given the reactants P(Cl)(Cl)(Cl)=O.[OH:6][C:7]1[N:8]=[C:9]2[CH:17]=[C:16]([O:18][CH2:19][C:20]3[S:21][CH:22]=[C:23]([CH:25]([CH3:27])[CH3:26])[N:24]=3)[CH:15]=[CH:14][N:10]2[C:11](=[O:13])[CH:12]=1.[C:28](=O)([O-])[OH:29].[Na+], predict the reaction product. The product is: [OH:6][C:7]1[N:8]=[C:9]2[CH:17]=[C:16]([O:18][CH2:19][C:20]3[S:21][CH:22]=[C:23]([CH:25]([CH3:27])[CH3:26])[N:24]=3)[CH:15]=[CH:14][N:10]2[C:11](=[O:13])[C:12]=1[CH:28]=[O:29]. (3) Given the reactants [CH3:1][O:2][C:3](=[O:27])[C:4]1[CH:9]=[CH:8][C:7]([C:10]2[N:14]([C:15]3[CH:20]=[CH:19][C:18]([O:21]C)=[CH:17][CH:16]=3)[C:13]3[CH:23]=[CH:24][CH:25]=[CH:26][C:12]=3[N:11]=2)=[CH:6][CH:5]=1.B(Br)(Br)Br.[CH2:32](O)C.C(=O)(O)[O-].[Na+], predict the reaction product. The product is: [CH2:1]([O:2][C:3](=[O:27])[C:4]1[CH:9]=[CH:8][C:7]([C:10]2[N:14]([C:15]3[CH:20]=[CH:19][C:18]([OH:21])=[CH:17][CH:16]=3)[C:13]3[CH:23]=[CH:24][CH:25]=[CH:26][C:12]=3[N:11]=2)=[CH:6][CH:5]=1)[CH3:32]. (4) Given the reactants C([O:4][C:5]1[C:6]([CH:11]([C:17]#[N:18])[C:12]([O:14][CH2:15][CH3:16])=[O:13])=[N:7][CH:8]=[CH:9][CH:10]=1)(=O)C.S(=O)(=O)(O)O.[NH4+].[OH-], predict the reaction product. The product is: [NH2:18][C:17]1[O:4][C:5]2[C:6](=[N:7][CH:8]=[CH:9][CH:10]=2)[C:11]=1[C:12]([O:14][CH2:15][CH3:16])=[O:13]. (5) Given the reactants FC(F)(F)S(O[C:7]1[CH:8]=[C:9]2[C:13](=[CH:14][CH:15]=1)[CH:12]([CH2:16][C:17]([O:19][CH3:20])=[O:18])[CH2:11][CH2:10]2)(=O)=O.[CH3:23][N:24]1CCCC1=O, predict the reaction product. The product is: [C:23]([C:7]1[CH:8]=[C:9]2[C:13](=[CH:14][CH:15]=1)[CH:12]([CH2:16][C:17]([O:19][CH3:20])=[O:18])[CH2:11][CH2:10]2)#[N:24].